Predict the reactants needed to synthesize the given product. From a dataset of Full USPTO retrosynthesis dataset with 1.9M reactions from patents (1976-2016). (1) Given the product [CH2:16]([O:15][C:9]1[CH:8]=[CH:7][C:6]2[C:11](=[CH:12][CH:13]=[CH:14][C:5]=2[CH:4]([OH:32])[CH3:3])[N:10]=1)[C:17]1[CH:22]=[CH:21][CH:20]=[CH:19][CH:18]=1, predict the reactants needed to synthesize it. The reactants are: CO[C:3](=O)[CH2:4][C:5]1[CH:14]=[CH:13][CH:12]=[C:11]2[C:6]=1[CH:7]=[CH:8][C:9]([O:15][CH2:16][C:17]1[CH:22]=[CH:21][CH:20]=[CH:19][CH:18]=1)=[N:10]2.[H-].[Al+3].[Li+].[H-].[H-].[H-].CC[O:32]CC. (2) Given the product [C:35]([O:34][C:32]([N:28]1[CH2:29][CH2:30][O:31][CH:26]([C:23]2[CH:24]=[CH:25][C:20]([NH:19][C:11]3[N:10]=[C:9]([CH2:8][CH2:7][C:6]4[CH:39]=[CH:40][CH:41]=[CH:42][C:5]=4[CH2:4][C:3]([OH:43])=[O:2])[C:14]([C:15]([F:16])([F:17])[F:18])=[CH:13][N:12]=3)=[CH:21][CH:22]=2)[CH2:27]1)=[O:33])([CH3:38])([CH3:36])[CH3:37], predict the reactants needed to synthesize it. The reactants are: C[O:2][C:3](=[O:43])[CH2:4][C:5]1[CH:42]=[CH:41][CH:40]=[CH:39][C:6]=1[CH2:7][CH2:8][C:9]1[C:14]([C:15]([F:18])([F:17])[F:16])=[CH:13][N:12]=[C:11]([NH:19][C:20]2[CH:25]=[CH:24][C:23]([CH:26]3[O:31][CH2:30][CH2:29][N:28]([C:32]([O:34][C:35]([CH3:38])([CH3:37])[CH3:36])=[O:33])[CH2:27]3)=[CH:22][CH:21]=2)[N:10]=1.O.[OH-].[Li+]. (3) Given the product [ClH:39].[CH3:31][S:28]([N:25]1[CH2:24][CH2:23][CH:22]([C@@H:20]2[CH2:19][NH:18][C@H:17]([C:15]3[NH:16][C:12]([C:9]4[CH:8]=[CH:7][C:6]([NH:5][C:3](=[O:4])[O:2][CH3:1])=[CH:11][CH:10]=4)=[CH:13][N:14]=3)[CH2:21]2)[CH2:27][CH2:26]1)(=[O:29])=[O:30], predict the reactants needed to synthesize it. The reactants are: [CH3:1][O:2][C:3]([NH:5][C:6]1[CH:11]=[CH:10][C:9]([C:12]2[NH:16][C:15]([C@@H:17]3[CH2:21][C@H:20]([CH:22]4[CH2:27][CH2:26][N:25]([S:28]([CH3:31])(=[O:30])=[O:29])[CH2:24][CH2:23]4)[CH2:19][N:18]3C(OC(C)(C)C)=O)=[N:14][CH:13]=2)=[CH:8][CH:7]=1)=[O:4].[ClH:39]. (4) Given the product [F:27][C:2]([F:26])([F:1])[C:3]1[CH:4]=[CH:5][C:6]([O:9][C:10]2[CH:11]=[CH:12][C:13]([O:16][C:17]([N:19]3[CH2:20][CH2:21][CH:22]([CH2:41][O:39][C:36]4[CH:37]=[CH:38][C:33]([C:32]([O:31][CH2:28][CH:29]=[CH2:30])=[O:40])=[CH:34][CH:35]=4)[CH2:23][CH2:24]3)=[O:18])=[CH:14][CH:15]=2)=[N:7][CH:8]=1, predict the reactants needed to synthesize it. The reactants are: [F:1][C:2]([F:27])([F:26])[C:3]1[CH:4]=[CH:5][C:6]([O:9][C:10]2[CH:15]=[CH:14][C:13]([O:16][C:17]([N:19]3[CH2:24][CH2:23][CH:22](O)[CH2:21][CH2:20]3)=[O:18])=[CH:12][CH:11]=2)=[N:7][CH:8]=1.[CH2:28]([O:31][C:32](=[O:40])[C:33]1[CH:38]=[CH:37][C:36]([OH:39])=[CH:35][CH:34]=1)[CH:29]=[CH2:30].[C:41](OCC)(=O)C.CCCCCCC. (5) Given the product [NH2:3][C:4]1[C:9]([F:10])=[C:8]([C:11]2[CH:16]=[CH:15][C:14]([Br:1])=[CH:13][CH:12]=2)[N:7]=[C:6]([C:21]([O:23][CH3:24])=[O:22])[C:5]=1[Cl:25], predict the reactants needed to synthesize it. The reactants are: [Br:1]Br.[NH2:3][C:4]1[C:9]([F:10])=[C:8]([C:11]2[CH:16]=[CH:15][C:14]([Si](C)(C)C)=[CH:13][CH:12]=2)[N:7]=[C:6]([C:21]([O:23][CH3:24])=[O:22])[C:5]=1[Cl:25]. (6) Given the product [C:1]([O:5][C:6]([N:8]1[CH2:13][CH2:12][N:11]([C:14]2[CH:19]=[CH:18][C:17]([F:20])=[CH:16][C:15]=2[C:21]([OH:23])=[O:22])[CH2:10][CH2:9]1)=[O:7])([CH3:4])([CH3:2])[CH3:3], predict the reactants needed to synthesize it. The reactants are: [C:1]([O:5][C:6]([N:8]1[CH2:13][CH2:12][N:11]([C:14]2[CH:19]=[CH:18][C:17]([F:20])=[CH:16][C:15]=2[C:21]([O:23]C)=[O:22])[CH2:10][CH2:9]1)=[O:7])([CH3:4])([CH3:3])[CH3:2].[Li+].[OH-]. (7) Given the product [C:29]([Si:26]([CH3:28])([CH3:27])[O:33][CH:34]1[CH2:39][CH2:38][N:37]([CH:40]2[CH2:41][CH2:42][N:43]([C:46]3[CH:51]=[CH:50][C:49]([O:14][CH2:13][C@H:12]([OH:25])[CH2:11][CH2:10][N:3]4[CH:4]=[C:5]([N+:7]([O-:9])=[O:8])[N:6]=[C:2]4[Cl:1])=[CH:48][CH:47]=3)[CH2:44][CH2:45]2)[CH2:36][CH2:35]1)([CH3:32])([CH3:31])[CH3:30], predict the reactants needed to synthesize it. The reactants are: [Cl:1][C:2]1[N:3]([CH2:10][CH2:11][C@@H:12]([OH:25])[CH2:13][O:14]S(C2C=CC(C)=CC=2)(=O)=O)[CH:4]=[C:5]([N+:7]([O-:9])=[O:8])[N:6]=1.[Si:26]([O:33][CH:34]1[CH2:39][CH2:38][N:37]([CH:40]2[CH2:45][CH2:44][N:43]([C:46]3[CH:51]=[CH:50][C:49](O)=[CH:48][CH:47]=3)[CH2:42][CH2:41]2)[CH2:36][CH2:35]1)([C:29]([CH3:32])([CH3:31])[CH3:30])([CH3:28])[CH3:27].P([O-])([O-])([O-])=O.[K+].[K+].[K+].[I-].[Na+]. (8) Given the product [C:2]([C:6]1[CH:7]=[C:8]([CH:31]=[CH:32][CH:33]=1)[CH2:9][N:10]1[C@@H:11]2[C@H:16]([C@H:15]([CH2:18][C:19]3[CH:24]=[CH:23][C:22]([N+:25]([O-:27])=[O:26])=[C:21]([F:28])[CH:20]=3)[CH2:14][S:13](=[O:29])(=[O:30])[CH2:12]2)[O:17][C:43]1=[O:44])([CH3:5])([CH3:3])[CH3:4], predict the reactants needed to synthesize it. The reactants are: Cl.[C:2]([C:6]1[CH:7]=[C:8]([CH:31]=[CH:32][CH:33]=1)[CH2:9][NH:10][C@@H:11]1[C@@H:16]([OH:17])[C@H:15]([CH2:18][C:19]2[CH:24]=[CH:23][C:22]([N+:25]([O-:27])=[O:26])=[C:21]([F:28])[CH:20]=2)[CH2:14][S:13](=[O:30])(=[O:29])[CH2:12]1)([CH3:5])([CH3:4])[CH3:3].CCN(C(C)C)C(C)C.[C:43](C1NC=CN=1)(C1NC=CN=1)=[O:44].Cl. (9) Given the product [CH2:17]([O:19][C:20](=[O:36])[C:21]1[CH:26]=[CH:25][CH:24]=[CH:23][C:22]=1[NH:27][C:28]1[C:33]([Cl:34])=[CH:32][N:31]=[C:30]([NH:16][C:13]2[CH:14]=[CH:15][C:8]3[CH2:7][CH2:6][N:5]([CH2:4][CH2:3][O:2][CH3:1])[CH2:11][CH2:10][C:9]=3[CH:12]=2)[N:29]=1)[CH3:18], predict the reactants needed to synthesize it. The reactants are: [CH3:1][O:2][CH2:3][CH2:4][N:5]1[CH2:11][CH2:10][C:9]2[CH:12]=[C:13]([NH2:16])[CH:14]=[CH:15][C:8]=2[CH2:7][CH2:6]1.[CH2:17]([O:19][C:20](=[O:36])[C:21]1[CH:26]=[CH:25][CH:24]=[CH:23][C:22]=1[NH:27][C:28]1[C:33]([Cl:34])=[CH:32][N:31]=[C:30](Cl)[N:29]=1)[CH3:18].C(O)C.C12(CS(O)(=O)=O)C(C)(C)C(CC1)CC2=O.